Dataset: Forward reaction prediction with 1.9M reactions from USPTO patents (1976-2016). Task: Predict the product of the given reaction. (1) Given the reactants [Li+].C[Si]([N-][Si](C)(C)C)(C)C.[CH3:11][CH2:12][O:13]C(C)=O.[C:17]([C:20]1[C:21]([NH:28][C:29]2[CH:30]=[C:31]([NH:35][C:36](=[O:42])[O:37][C:38]([CH3:41])([CH3:40])[CH3:39])[CH:32]=[CH:33][CH:34]=2)=[N:22][C:23]([S:26][CH3:27])=[N:24][CH:25]=1)(=O)[CH3:18], predict the reaction product. The product is: [CH3:18][C:17]1[C:20]2[CH:25]=[N:24][C:23]([S:26][CH3:27])=[N:22][C:21]=2[N:28]([C:29]2[CH:30]=[C:31]([NH:35][C:36](=[O:42])[O:37][C:38]([CH3:41])([CH3:40])[CH3:39])[CH:32]=[CH:33][CH:34]=2)[C:12](=[O:13])[CH:11]=1. (2) Given the reactants [OH:1][C:2]1[CH:3]=[C:4]([C:8]([O:10][CH3:11])=[O:9])[CH:5]=[N:6][CH:7]=1, predict the reaction product. The product is: [CH3:11][O:10][C:8]([CH:4]1[CH2:3][CH:2]([OH:1])[CH2:7][NH:6][CH2:5]1)=[O:9].